From a dataset of Catalyst prediction with 721,799 reactions and 888 catalyst types from USPTO. Predict which catalyst facilitates the given reaction. (1) Reactant: [Cl:1][C:2]1[CH:33]=[C:32]([Cl:34])[CH:31]=[CH:30][C:3]=1[O:4][CH2:5][CH2:6][CH2:7][C:8](=O)[CH:9]=[CH:10][C:11]1[CH:16]=[CH:15][C:14]([S:17]([N:20]([CH2:26][O:27][CH3:28])[C:21]2[S:22][CH:23]=[CH:24][N:25]=2)(=[O:19])=[O:18])=[CH:13][CH:12]=1.[NH2:35][NH2:36]. Product: [Cl:1][C:2]1[CH:33]=[C:32]([Cl:34])[CH:31]=[CH:30][C:3]=1[O:4][CH2:5][CH2:6][CH2:7][C:8]1[CH2:9][CH:10]([C:11]2[CH:16]=[CH:15][C:14]([S:17]([N:20]([CH2:26][O:27][CH3:28])[C:21]3[S:22][CH:23]=[CH:24][N:25]=3)(=[O:19])=[O:18])=[CH:13][CH:12]=2)[NH:35][N:36]=1. The catalyst class is: 8. (2) Reactant: [Cl:1][C:2]1[CH:3]=[C:4]([CH2:28][C:29]([OH:31])=O)[C:5]([O:8][CH2:9][C:10]([N:12]2[CH2:17][C@H:16]([CH3:18])[N:15]([CH2:19][C:20]3[CH:25]=[CH:24][C:23]([F:26])=[CH:22][CH:21]=3)[CH2:14][C@H:13]2[CH3:27])=[O:11])=[N:6][CH:7]=1.C1(N=C=NC2CCCCC2)CCCCC1.[CH3:47][S:48]([NH2:51])(=[O:50])=[O:49]. Product: [Cl:1][C:2]1[CH:3]=[C:4]([CH2:28][C:29]([NH:51][S:48]([CH3:47])(=[O:50])=[O:49])=[O:31])[C:5]([O:8][CH2:9][C:10]([N:12]2[CH2:17][C@H:16]([CH3:18])[N:15]([CH2:19][C:20]3[CH:25]=[CH:24][C:23]([F:26])=[CH:22][CH:21]=3)[CH2:14][C@H:13]2[CH3:27])=[O:11])=[N:6][CH:7]=1. The catalyst class is: 112. (3) Product: [C:19]([C:22]1[CH:27]=[C:26]([CH:25]=[CH:24][CH:23]=1)[O:8][C:5]1[CH:6]=[CH:7][N:2]([CH3:1])[C:3](=[O:18])[N:4]=1)(=[O:21])[CH3:20]. The catalyst class is: 104. Reactant: [CH3:1][N:2]1[CH:7]=[CH:6][C:5]([O:8]N2C3=NC=CC=C3N=N2)=[N:4][C:3]1=[O:18].[C:19]([C:22]1[CH:23]=[C:24](B(O)O)[CH:25]=[CH:26][CH:27]=1)(=[O:21])[CH3:20].C([O-])([O-])=O.[Cs+].[Cs+]. (4) Reactant: [C:1]([N:4]1[CH2:9][CH2:8][N:7]([CH2:10][C:11]([NH:14][C:15](=[O:24])[O:16][CH2:17][C:18]2[CH:23]=[CH:22][CH:21]=[CH:20][CH:19]=2)([CH3:13])[CH3:12])[CH2:6][CH2:5]1)(=[O:3])[CH3:2].[CH3:25][I:26]. Product: [I-:26].[C:1]([N:4]1[CH2:5][CH2:6][N+:7]([CH2:10][C:11]([NH:14][C:15]([O:16][CH2:17][C:18]2[CH:19]=[CH:20][CH:21]=[CH:22][CH:23]=2)=[O:24])([CH3:13])[CH3:12])([CH3:25])[CH2:8][CH2:9]1)(=[O:3])[CH3:2]. The catalyst class is: 8. (5) Product: [Br:17][C:18]1[C:19]([Cl:29])=[C:20]([OH:28])[C:21]([S:24]([CH3:27])(=[O:26])=[O:25])=[CH:22][CH:23]=1. The catalyst class is: 878. Reactant: [H-].[Na+].BrC1C=CC(S(C)(=O)=O)=C(Cl)C=1Cl.[Na].[Br:17][C:18]1[C:19]([Cl:29])=[C:20]([OH:28])[C:21]([S:24]([CH3:27])(=[O:26])=[O:25])=[CH:22][CH:23]=1.Cl.